This data is from HIV replication inhibition screening data with 41,000+ compounds from the AIDS Antiviral Screen. The task is: Binary Classification. Given a drug SMILES string, predict its activity (active/inactive) in a high-throughput screening assay against a specified biological target. (1) The compound is C=C1C(=O)C23CC1CCC2C12COC(O)C1C(C)(C)C(O)CC2OC3=O. The result is 0 (inactive). (2) The drug is O=C(CCl)N1CCN(c2ccccc2)CC1. The result is 0 (inactive). (3) The compound is COc1ccc(SCc2cc(OC)ccc2OC)cc1. The result is 0 (inactive).